This data is from Full USPTO retrosynthesis dataset with 1.9M reactions from patents (1976-2016). The task is: Predict the reactants needed to synthesize the given product. (1) Given the product [Br:9][C:10]1[CH:15]=[CH:14][C:13]([C:16]2[NH:20][C:19]([C@@H:21]3[CH2:25][CH2:24][CH2:23][N:22]3[C:26]([O:28][C:29]([CH3:32])([CH3:31])[CH3:30])=[O:27])=[N:18][C:17]=2[Cl:8])=[CH:12][CH:11]=1, predict the reactants needed to synthesize it. The reactants are: C1C(=O)N([Cl:8])C(=O)C1.[Br:9][C:10]1[CH:15]=[CH:14][C:13]([C:16]2[NH:20][C:19]([CH:21]3[CH2:25][CH2:24][CH2:23][N:22]3[C:26]([O:28][C:29]([CH3:32])([CH3:31])[CH3:30])=[O:27])=[N:18][CH:17]=2)=[CH:12][CH:11]=1. (2) Given the product [ClH:1].[Cl:1][C:2]1[C:11]2[C:10](=[O:12])[NH:9][C@@H:8]3[CH2:13][NH:14][CH2:15][C@H:7]3[C:6]=2[CH:5]=[C:4]([CH3:23])[CH:3]=1, predict the reactants needed to synthesize it. The reactants are: [Cl:1][C:2]1[C:11]2[C:10](=[O:12])[NH:9][C@@H:8]3[CH2:13][N:14](C(OC(C)(C)C)=O)[CH2:15][C@H:7]3[C:6]=2[CH:5]=[C:4]([CH3:23])[CH:3]=1.ClC1C=C(C)C=CC=1C(N(CC)CC)=O. (3) Given the product [C:14]([O:13][C:11]([N:18]1[CH2:23][CH:22]=[C:21]([O:24][S:32]([C:35]([F:38])([F:37])[F:36])(=[O:34])=[O:33])[CH2:20][CH2:19]1)=[O:12])([CH3:17])([CH3:16])[CH3:15], predict the reactants needed to synthesize it. The reactants are: [Li+].C[Si]([N-][Si](C)(C)C)(C)C.[C:11]([N:18]1[CH2:23][CH2:22][C:21](=[O:24])[CH2:20][CH2:19]1)([O:13][C:14]([CH3:17])([CH3:16])[CH3:15])=[O:12].C1C=CC(N([S:32]([C:35]([F:38])([F:37])[F:36])(=[O:34])=[O:33])[S:32]([C:35]([F:38])([F:37])[F:36])(=[O:34])=[O:33])=CC=1.C([O-])(O)=O.[Na+]. (4) Given the product [Cl:1][C:2]1[CH:3]=[CH:4][CH:5]=[C:6]2[C:11]=1[CH2:10][O:9][CH2:8][CH:7]2[OH:12], predict the reactants needed to synthesize it. The reactants are: [Cl:1][C:2]1[CH:3]=[CH:4][CH:5]=[C:6]2[C:11]=1[CH2:10][O:9][CH2:8][C:7]2=[O:12].[BH4-].[Na+].Cl. (5) The reactants are: B(OC)(OC)OC.[F:8][C:9]1[C:17]([I:18])=[CH:16][CH:15]=[CH:14][C:10]=1[C:11](O)=[O:12]. Given the product [F:8][C:9]1[C:17]([I:18])=[CH:16][CH:15]=[CH:14][C:10]=1[CH2:11][OH:12], predict the reactants needed to synthesize it. (6) Given the product [CH2:1]([O:8][C:9]1[CH:14]=[CH:13][C:12]([CH2:15][CH2:16][N:17]2[C:21]3=[N:22][C:23]([N:36]4[CH2:35][CH:34]5[O:41][CH:38]([CH2:39][CH2:40]5)[CH2:37]4)=[CH:24][C:25](=[O:26])[N:20]3[CH2:19][C@@:18]2([CH3:32])[C:28]([F:31])([F:30])[F:29])=[CH:11][CH:10]=1)[C:2]1[CH:7]=[CH:6][CH:5]=[CH:4][CH:3]=1, predict the reactants needed to synthesize it. The reactants are: [CH2:1]([O:8][C:9]1[CH:14]=[CH:13][C:12]([CH2:15][CH2:16][N:17]2[C:21]3=[N:22][C:23](Cl)=[CH:24][C:25](=[O:26])[N:20]3[CH2:19][C@@:18]2([CH3:32])[C:28]([F:31])([F:30])[F:29])=[CH:11][CH:10]=1)[C:2]1[CH:7]=[CH:6][CH:5]=[CH:4][CH:3]=1.Cl.[CH:34]12[O:41][CH:38]([CH2:39][CH2:40]1)[CH2:37][NH:36][CH2:35]2.C(N(CC)CC)C.